Dataset: Reaction yield outcomes from USPTO patents with 853,638 reactions. Task: Predict the reaction yield, written as a fraction of the theoretical maximum amount of product (1.0 means a 100% yield; for example, 0.34 means a 34% yield). (1) The reactants are I[C:2]1[C:10]2[C:5](=[N:6][CH:7]=[CH:8][CH:9]=2)[N:4]([Si:11]([CH:18]([CH3:20])[CH3:19])([CH:15]([CH3:17])[CH3:16])[CH:12]([CH3:14])[CH3:13])[CH:3]=1.C([Mg]Cl)(C)C.[CH2:26]([O:33][C:34]1[C:41]([O:42][CH3:43])=[CH:40][C:37]([CH:38]=[O:39])=[C:36]([F:44])[CH:35]=1)[C:27]1[CH:32]=[CH:31][CH:30]=[CH:29][CH:28]=1.O. The catalyst is O1CCCC1. The product is [CH2:26]([O:33][C:34]1[C:41]([O:42][CH3:43])=[CH:40][C:37]([CH:38]([C:2]2[C:10]3[C:5](=[N:6][CH:7]=[CH:8][CH:9]=3)[N:4]([Si:11]([CH:18]([CH3:20])[CH3:19])([CH:15]([CH3:17])[CH3:16])[CH:12]([CH3:14])[CH3:13])[CH:3]=2)[OH:39])=[C:36]([F:44])[CH:35]=1)[C:27]1[CH:28]=[CH:29][CH:30]=[CH:31][CH:32]=1. The yield is 0.630. (2) The reactants are [O:1]1[C:5]2[CH:6]=[CH:7][C:8]([C:10]3[C:11]([C:18]4[CH:23]=[CH:22][CH:21]=[C:20]([CH3:24])[N:19]=4)=[N:12][N:13]([CH2:15][C:16]#N)[CH:14]=3)=[CH:9][C:4]=2[O:3][CH2:2]1.[CH3:25][O:26][C:27]([C:29]12[CH2:36][CH2:35][C:32]([O:37]S(C(F)(F)F)(=O)=O)([CH2:33][CH2:34]1)[CH2:31][CH2:30]2)=[O:28].C(N(C(C)C)CC)(C)C.[O:54]1CCO[CH2:56][CH2:55]1. No catalyst specified. The product is [CH3:25][O:26][C:27]([C:29]12[CH2:36][CH2:35][C:32]([O:37][CH2:56][CH2:55][O:54][CH2:16][CH2:15][N:13]3[CH:14]=[C:10]([C:8]4[CH:7]=[CH:6][C:5]5[O:1][CH2:2][O:3][C:4]=5[CH:9]=4)[C:11]([C:18]4[CH:23]=[CH:22][CH:21]=[C:20]([CH3:24])[N:19]=4)=[N:12]3)([CH2:33][CH2:34]1)[CH2:31][CH2:30]2)=[O:28]. The yield is 0.270.